Dataset: Forward reaction prediction with 1.9M reactions from USPTO patents (1976-2016). Task: Predict the product of the given reaction. (1) Given the reactants [OH:1][C:2]1[C:10](=[O:11])[C:9]2[CH:12]=[CH:13][CH:14]=[CH:15][C:8]=2[C:7]2[C:3]=1[C:4]([CH3:18])([CH3:17])[C:5](=[O:16])[N:6]=2.[C:19]([O-])([O-])=O.[K+].[K+].CI, predict the reaction product. The product is: [CH3:19][O:1][C:2]1[C:10](=[O:11])[C:9]2[CH:12]=[CH:13][CH:14]=[CH:15][C:8]=2[C:7]2[C:3]=1[C:4]([CH3:18])([CH3:17])[C:5](=[O:16])[N:6]=2. (2) Given the reactants [OH-].[Na+].[Br:3][C:4]1[CH:13]=[CH:12][C:11]2[N:10]=[CH:9][C:8]3[NH:14][C:15](=[O:24])[N:16]([C:17]4[C:18]([CH3:23])=[N:19][N:20]([CH3:22])[CH:21]=4)[C:7]=3[C:6]=2[CH:5]=1.I[CH3:26], predict the reaction product. The product is: [Br:3][C:4]1[CH:13]=[CH:12][C:11]2[N:10]=[CH:9][C:8]3[N:14]([CH3:26])[C:15](=[O:24])[N:16]([C:17]4[C:18]([CH3:23])=[N:19][N:20]([CH3:22])[CH:21]=4)[C:7]=3[C:6]=2[CH:5]=1. (3) Given the reactants CN1CCN=C1C1[CH:12]=[CH:11][C:10]([NH:13][C:14](=[O:34])[CH:15]([C:27]2[CH:32]=[CH:31][CH:30]=[CH:29][C:28]=2[CH3:33])[NH:16][C:17]([NH:19][C:20]2[CH:25]=[CH:24][C:23]([Cl:26])=[CH:22][CH:21]=2)=[O:18])=CC=1.F[P-](F)(F)(F)(F)F.[N:42]1(O[P+](N(C)C)(N(C)C)N(C)C)[C:46]2[CH:47]=[CH:48][CH:49]=[CH:50]C=2N=N1, predict the reaction product. The product is: [N:42]1[CH:46]=[CH:47][C:48]([N:13]2[CH2:10][CH2:11][CH:11]([CH2:10][NH:13][C:14](=[O:34])[CH:15]([C:27]3[CH:32]=[CH:31][CH:30]=[CH:29][C:28]=3[CH3:33])[NH:16][C:17]([NH:19][C:20]3[CH:21]=[CH:22][C:23]([Cl:26])=[CH:24][CH:25]=3)=[O:18])[CH2:12][CH2:14]2)=[CH:49][CH:50]=1.